Dataset: Catalyst prediction with 721,799 reactions and 888 catalyst types from USPTO. Task: Predict which catalyst facilitates the given reaction. (1) Reactant: C(OC([NH:8][CH2:9][CH2:10][N:11]1[C:15](=[O:16])[C:14](=[CH:17][C:18]2[O:22][C:21]([C:23]3[CH:31]=[CH:30][C:26]([C:27]([OH:29])=[O:28])=[CH:25][CH:24]=3)=[CH:20][CH:19]=2)[S:13][C:12]1=[S:32])=O)(C)(C)C.[F:33][C:34]([F:39])([F:38])[C:35]([OH:37])=[O:36]. The catalyst class is: 4. Product: [F:33][C:34]([F:39])([F:38])[C:35]([O-:37])=[O:36].[C:27]([C:26]1[CH:25]=[CH:24][C:23]([C:21]2[O:22][C:18]([CH:17]=[C:14]3[S:13][C:12](=[S:32])[N:11]([CH2:10][CH2:9][NH3+:8])[C:15]3=[O:16])=[CH:19][CH:20]=2)=[CH:31][CH:30]=1)([OH:29])=[O:28]. (2) Reactant: C(=O)([O-])[O-].[K+].[K+].[CH3:7][O:8][CH2:9][N:10]=[C:11]=[S:12].[C:13]([C:15]1[CH:20]=[CH:19][C:18]([O:21][C:22]2[CH:26]=[C:25]([CH3:27])[NH:24][N:23]=2)=[C:17]([C:28]([F:31])([F:30])[F:29])[CH:16]=1)#[N:14].Cl. Product: [CH3:7][O:8][CH2:9][NH:10][C:11]([N:24]1[C:25]([CH3:27])=[CH:26][C:22]([O:21][C:18]2[CH:19]=[CH:20][C:15]([C:13]#[N:14])=[CH:16][C:17]=2[C:28]([F:29])([F:30])[F:31])=[N:23]1)=[S:12]. The catalyst class is: 13. (3) Reactant: [H-].C([Al+]CC(C)C)C(C)C.[Br:11][C:12]1[CH:17]=[CH:16][C:15]([CH2:18][C:19]([C:21]2[N:22]([S:32]([N:35]([CH3:37])[CH3:36])(=[O:34])=[O:33])[CH:23]=[C:24]([CH2:26][C:27]([CH3:31])([CH3:30])[CH2:28][CH3:29])[N:25]=2)=[O:20])=[CH:14][CH:13]=1. Product: [Br:11][C:12]1[CH:17]=[CH:16][C:15]([CH2:18][CH:19]([C:21]2[N:22]([S:32]([N:35]([CH3:37])[CH3:36])(=[O:33])=[O:34])[CH:23]=[C:24]([CH2:26][C:27]([CH3:31])([CH3:30])[CH2:28][CH3:29])[N:25]=2)[OH:20])=[CH:14][CH:13]=1. The catalyst class is: 2. (4) Reactant: [CH2:1]([O:8][C:9]1[CH:10]=[CH:11][C:12]2[C:16]([CH:17]=1)=[N:15][N:14]([CH2:18][O:19][CH2:20][CH2:21][Si:22]([CH3:25])([CH3:24])[CH3:23])[C:13]=2I)[C:2]1[CH:7]=[CH:6][CH:5]=[CH:4][CH:3]=1.C([Li])CCC.[C:32](=[O:34])=[O:33].Cl. Product: [CH2:1]([O:8][C:9]1[CH:10]=[CH:11][C:12]2[C:16]([CH:17]=1)=[N:15][N:14]([CH2:18][O:19][CH2:20][CH2:21][Si:22]([CH3:25])([CH3:24])[CH3:23])[C:13]=2[C:32]([OH:34])=[O:33])[C:2]1[CH:7]=[CH:6][CH:5]=[CH:4][CH:3]=1. The catalyst class is: 30. (5) Reactant: CO[C:3]([C:5]1[N:6]=[CH:7][C:8]2[C:9](=[O:23])[N:10]([CH2:16][C:17]3[CH:22]=[CH:21][CH:20]=[CH:19][CH:18]=3)[CH:11]=[CH:12][C:13]=2[C:14]=1[OH:15])=[O:4].[C:24]([O:28][C:29](=[O:35])[N:30]([CH2:32][CH2:33][NH2:34])[CH3:31])([CH3:27])([CH3:26])[CH3:25]. Product: [C:24]([O:28][C:29](=[O:35])[N:30]([CH2:32][CH2:33][NH:34][C:3]([C:5]1[N:6]=[CH:7][C:8]2[C:9](=[O:23])[N:10]([CH2:16][C:17]3[CH:18]=[CH:19][CH:20]=[CH:21][CH:22]=3)[CH:11]=[CH:12][C:13]=2[C:14]=1[OH:15])=[O:4])[CH3:31])([CH3:27])([CH3:25])[CH3:26]. The catalyst class is: 14.